Predict the reactants needed to synthesize the given product. From a dataset of Full USPTO retrosynthesis dataset with 1.9M reactions from patents (1976-2016). (1) Given the product [CH3:1][C:2]1[N:3]=[C:4]([NH:18][C:24]([N:21]2[CH:20]=[CH:19][N:23]=[CH:22]2)=[O:25])[S:5][C:6]=1[C:7]1[CH:12]=[CH:11][C:10]([N:13]2[CH:17]=[CH:16][CH:15]=[N:14]2)=[CH:9][CH:8]=1, predict the reactants needed to synthesize it. The reactants are: [CH3:1][C:2]1[N:3]=[C:4]([NH2:18])[S:5][C:6]=1[C:7]1[CH:12]=[CH:11][C:10]([N:13]2[CH:17]=[CH:16][CH:15]=[N:14]2)=[CH:9][CH:8]=1.[CH:19]1[N:23]=[CH:22][N:21]([C:24](N2C=NC=C2)=[O:25])[CH:20]=1. (2) Given the product [Cl:1][C:2]1[CH:3]=[CH:4][CH:5]=[C:6]2[C:10]=1[C:9](=[O:11])[N:8]([C:12]1[CH:13]=[C:14]([CH:32]=[CH:33][CH:34]=1)[C:15]([NH:17][CH2:18][CH2:19][C:37]1[CH:36]=[CH:44][C:40]([CH2:41][N:42]3[CH2:46][CH2:47][CH2:48][CH2:52][CH2:53]3)=[CH:39][CH:38]=1)=[O:16])[CH2:7]2, predict the reactants needed to synthesize it. The reactants are: [Cl:1][C:2]1[CH:3]=[CH:4][CH:5]=[C:6]2[C:10]=1[C:9](=[O:11])[N:8]([C:12]1[CH:13]=[C:14]([CH:32]=[CH:33][CH:34]=1)[C:15]([NH:17][CH2:18][CH2:19]C1CCN(C3C=CN=CC=3)CC1)=[O:16])[CH2:7]2.Cl[C:36]1[CH:37]=[CH:38][CH:39]=[C:40]2[C:44]=1C(=O)[N:42]([C:46]1[CH:47]=[C:48]([CH:52]=[CH:53]C=1)C(O)=O)[CH2:41]2.N1(CC2C=CC(CCN)=CC=2)CCCCC1.